Dataset: Experimentally validated miRNA-target interactions with 360,000+ pairs, plus equal number of negative samples. Task: Binary Classification. Given a miRNA mature sequence and a target amino acid sequence, predict their likelihood of interaction. (1) The miRNA is hsa-miR-512-5p with sequence CACUCAGCCUUGAGGGCACUUUC. The protein sequence of the target gene is MPEINTSHLDEKQVQLLAEMCILIDENDNKIGADTKKNCHLNENIDKGLLHRAFSVFLFNTENKLLLQQRSDAKITFPGCFTNSCCSHPLSNPGELEENNAIGVKRAAKRRLKAELGIPLEEVDLNEMDYLTRIYYKAQSDGIWGEHEVDYILFLRKNVTLNPDPNEIKSYCYVSKEEVREILKKAASGEIKLTPWFKIIADTFLFKWWDNLNHLSPFVDHEKIHRL. Result: 0 (no interaction). (2) The miRNA is hsa-miR-6782-3p with sequence CACCUUUGUGUCCCCAUCCUGCA. Result: 0 (no interaction). The protein sequence of the target gene is MQTPVNIPVPVLRLPRGPDGFSRGFAPDGRRAPLRPEVPEIQECPIAQESLESQEQRARAALRERYLRSLLAMVGHQVSFTLHEGVRVAAHFGATDLDVANFYVSQLQTPIGVQAEALLRCSDIISYTFKP. (3) The miRNA is hsa-miR-6808-5p with sequence CAGGCAGGGAGGUGGGACCAUG. The protein sequence of the target gene is MASSNTVLMRLVASAYSIAQKAGMIVRRVIAEGDLGIVEKTCATDLQTKADRLAQMSICSSLARKFPKLTIIGEEDLPSEEVDQELIEDSQWEEILKQPCPSQYSAIKEEDLVVWVDPLDGTKEYTEGLLDNVTVLIGIAYEGKAIAGVINQPYYNYEAGPDAVLGRTIWGVLGLGAFGFQLKEVPAGKHIITTTRSHSNKLVTDCVAAMNPDAVLRVGGAGNKIIQLIEGKASAYVFASPGCKKWDTCAPEVILHAVGGKLTDIHGNVLQYHKDVKHMNSAGVLATLRNYDYYASRVPE.... Result: 1 (interaction). (4) The miRNA is hsa-miR-6735-3p with sequence AGGCCUGUGGCUCCUCCCUCAG. The protein sequence of the target gene is MHGHSRNGQAHVPRRKRRNRFVKKNGQCNVYFANLSNKSQRYMADIFTTCVDTRWRYMLMIFSAAFLVSWLFFGLLFWCIAFFHGDLEASPGVPAAGGPAAGGGGAAPVAPKPCIMHVNGFLGAFLFSVETQTTIGYGFRCVTEECPLAVIAVVVQSIVGCVIDSFMIGTIMAKMARPKKRAQTLLFSHHAVISVRDGKLCLMWRVGNLRKSHIVEAHVRAQLIKPYMTQEGEYLPLDQRDLNVGYDIGLDRIFLVSPIIIVHEIDEDSPLYGMGKEELESEDFEIVVILEGMVEATAMT.... Result: 0 (no interaction).